Task: Predict which catalyst facilitates the given reaction.. Dataset: Catalyst prediction with 721,799 reactions and 888 catalyst types from USPTO (1) The catalyst class is: 4. Reactant: [Cl:1][C:2]1[CH:7]=[C:6]([Cl:8])[CH:5]=[CH:4][C:3]=1[NH:9][C:10](=[O:42])[CH2:11][C@@H:12]([C:24]1[C:28]([CH:29]2[CH2:31][CH2:30]2)=[C:27]([C:32]2[CH:36]=[C:35]([CH2:37][C:38]([CH3:41])([CH3:40])[CH3:39])[O:34][N:33]=2)[O:26][N:25]=1)[CH2:13][CH2:14][CH2:15][O:16]CC1C=CC=CC=1.B(Br)(Br)Br. Product: [Cl:1][C:2]1[CH:7]=[C:6]([Cl:8])[CH:5]=[CH:4][C:3]=1[NH:9][C:10](=[O:42])[CH2:11][C@@H:12]([C:24]1[C:28]([CH:29]2[CH2:31][CH2:30]2)=[C:27]([C:32]2[CH:36]=[C:35]([CH2:37][C:38]([CH3:40])([CH3:39])[CH3:41])[O:34][N:33]=2)[O:26][N:25]=1)[CH2:13][CH2:14][CH2:15][OH:16]. (2) Reactant: O.[PH2]([O-])=O.[Na+].C=C.[O-]S(OOS([O-])(=O)=O)(=O)=O.[Na+].[Na+].S(=O)(=O)(O)O.[OH-].[Al+3:26].[OH-].[OH-].[Al+3].[CH2:30]([P:32](CC)(=[O:34])[O-:33])[CH3:31].[CH2:37]([P:39](CC)(=[O:41])[O-:40])[CH3:38].[CH2:44]([P:46](CC)(=[O:48])[O-:47])[CH3:45]. Product: [Al+3:26].[CH2:30]([P:32]([O-:34])[O-:33])[CH3:31].[CH2:37]([P:39]([O-:41])[O-:40])[CH3:38].[CH2:44]([P:46]([O-:48])[O-:47])[CH3:45].[Al+3:26]. The catalyst class is: 6. (3) Reactant: C([N:5]1[C:14]2[C:9](=[CH:10][CH:11]=[CH:12][C:13]=2[Cl:15])[NH:8][C:7](=[O:16])[CH2:6]1)(C)(C)C.[BH4-].[Na+].O. Product: [Cl:15][C:13]1[CH:12]=[CH:11][CH:10]=[C:9]2[C:14]=1[NH:5][CH2:6][C:7](=[O:16])[NH:8]2. The catalyst class is: 65. (4) Reactant: [Cl:1][C:2]1[CH:7]=[C:6]([Cl:8])[C:5]([O:9][CH3:10])=[CH:4][C:3]=1[NH:11][C:12]1[C:17]([C:18]#[N:19])=[CH:16][N:15]=[C:14]2[S:20][C:21]([C:23]3[CH:28]=[CH:27][C:26]([CH:29]=O)=[CH:25][CH:24]=3)=[CH:22][C:13]=12.[NH:31]1[CH2:36][CH2:35][O:34][CH2:33][CH2:32]1.C(O[BH-](OC(=O)C)OC(=O)C)(=O)C.[Na+].C(O)(=O)C. Product: [Cl:1][C:2]1[CH:7]=[C:6]([Cl:8])[C:5]([O:9][CH3:10])=[CH:4][C:3]=1[NH:11][C:12]1[C:17]([C:18]#[N:19])=[CH:16][N:15]=[C:14]2[S:20][C:21]([C:23]3[CH:28]=[CH:27][C:26]([CH2:29][N:31]4[CH2:36][CH2:35][O:34][CH2:33][CH2:32]4)=[CH:25][CH:24]=3)=[CH:22][C:13]=12. The catalyst class is: 204. (5) Reactant: COS([O-])(=O)=O.[CH3:7][N:8]([CH3:13])[CH:9]=[N+:10]([CH3:12])[CH3:11].[F:14][P-:15]([F:20])([F:19])([F:18])([F:17])[F:16].[NH4+]. Product: [F:14][P-:15]([F:20])([F:19])([F:18])([F:17])[F:16].[CH3:11][N:10]([CH3:12])[CH:9]=[N+:8]([CH3:13])[CH3:7]. The catalyst class is: 6. (6) Reactant: Cl[C:2]1[CH:3]=[CH:4][C:5]([N+:9]([O-:11])=[O:10])=[C:6]([CH:8]=1)[NH2:7].C(=O)([O-])[O-].[K+].[K+].[CH3:18][N:19]1[CH2:24][CH2:23][NH:22][CH2:21][CH2:20]1. Product: [CH3:18][N:19]1[CH2:24][CH2:23][N:22]([C:2]2[CH:3]=[CH:4][C:5]([N+:9]([O-:11])=[O:10])=[C:6]([CH:8]=2)[NH2:7])[CH2:21][CH2:20]1. The catalyst class is: 3. (7) The catalyst class is: 2. Product: [N:33]1([C:38]([N:20]2[CH2:19][CH2:18][C:17]([CH2:16][CH2:15][N:14]3[C@H:12]4[CH2:11][CH2:10][C@@H:9]3[CH2:8][CH:7]([N:6]3[C:5]5[CH:29]=[CH:30][CH:31]=[CH:32][C:4]=5[N:3]=[C:2]3[CH3:1])[CH2:13]4)([C:23]3[CH:28]=[CH:27][CH:26]=[CH:25][CH:24]=3)[CH2:22][CH2:21]2)=[S:39])[CH:37]=[CH:36][N:35]=[CH:34]1. Reactant: [CH3:1][C:2]1[N:6]([CH:7]2[CH2:13][CH:12]3[N:14]([CH2:15][CH2:16][C:17]4([C:23]5[CH:28]=[CH:27][CH:26]=[CH:25][CH:24]=5)[CH2:22][CH2:21][NH:20][CH2:19][CH2:18]4)[CH:9]([CH2:10][CH2:11]3)[CH2:8]2)[C:5]2[CH:29]=[CH:30][CH:31]=[CH:32][C:4]=2[N:3]=1.[N:33]1([C:38](N2C=CN=C2)=[S:39])[CH:37]=[CH:36][N:35]=[CH:34]1.